From a dataset of Forward reaction prediction with 1.9M reactions from USPTO patents (1976-2016). Predict the product of the given reaction. (1) Given the reactants [CH3:1][CH2:2][CH2:3][CH2:4][CH2:5][CH2:6][CH2:7][CH2:8][CH2:9][CH2:10][CH2:11][CH2:12][O:13][C:14]([CH:16]([N:18]([CH3:20])[CH3:19])[CH3:17])=[O:15].[CH2:21]([S:23]([OH:26])(=[O:25])=[O:24])[CH3:22], predict the reaction product. The product is: [CH2:21]([S:23]([OH:26])(=[O:25])=[O:24])[CH3:22].[CH3:19][N:18]([CH3:20])[CH:16]([CH3:17])[C:14]([O:13][CH2:12][CH2:11][CH2:10][CH2:9][CH2:8][CH2:7][CH2:6][CH2:5][CH2:4][CH2:3][CH2:2][CH3:1])=[O:15]. (2) Given the reactants Cl[C:2]1[N:7]=[CH:6][C:5]([Cl:8])=[CH:4][N:3]=1.[CH3:9][S-:10].[Na+], predict the reaction product. The product is: [Cl:8][C:5]1[CH:4]=[N:3][C:2]([S:10][CH3:9])=[N:7][CH:6]=1. (3) Given the reactants [C:1]([C:5]1[CH:6]=[C:7]2[C:11](=[C:12]([C:14]3[CH:19]=[CH:18][C:17]([C:20]([CH3:23])([CH3:22])[CH3:21])=[CH:16][CH:15]=3)[CH:13]=1)[CH2:10][C:9]([CH3:24])=[CH:8]2)([CH3:4])([CH3:3])[CH3:2].[C:25]([C:29]1[CH:37]=[C:36]2[C:32]([CH:33]=[C:34]([CH3:42])[CH:35]2[Si:38](Cl)([CH3:40])[CH3:39])=[C:31]([C:43]2[CH:48]=[CH:47][CH:46]=[CH:45][CH:44]=2)[C:30]=1[O:49][CH3:50])([CH3:28])([CH3:27])[CH3:26].O, predict the reaction product. The product is: [C:1]([C:5]1[CH:6]=[C:7]2[C:11]([CH:10]=[C:9]([CH3:24])[CH:8]2[Si:38]([CH:35]2[C:36]3[C:32](=[C:31]([C:43]4[CH:44]=[CH:45][CH:46]=[CH:47][CH:48]=4)[C:30]([O:49][CH3:50])=[C:29]([C:25]([CH3:27])([CH3:28])[CH3:26])[CH:37]=3)[CH:33]=[C:34]2[CH3:42])([CH3:40])[CH3:39])=[C:12]([C:14]2[CH:19]=[CH:18][C:17]([C:20]([CH3:23])([CH3:22])[CH3:21])=[CH:16][CH:15]=2)[CH:13]=1)([CH3:4])([CH3:3])[CH3:2]. (4) Given the reactants [Br:1][C:2]1[CH:3]=[C:4]2[C:8](=[CH:9][CH:10]=1)[NH:7][CH2:6][CH2:5]2.[C:11]([N:14]1[CH2:20][CH2:19][C:18]2[CH:21]=[C:22]([S:25](Cl)(=[O:27])=[O:26])[CH:23]=[CH:24][C:17]=2[CH2:16][CH2:15]1)(=[O:13])[CH3:12], predict the reaction product. The product is: [Br:1][C:2]1[CH:3]=[C:4]2[C:8](=[CH:9][CH:10]=1)[N:7]([S:25]([C:22]1[CH:23]=[CH:24][C:17]3[CH2:16][CH2:15][N:14]([C:11](=[O:13])[CH3:12])[CH2:20][CH2:19][C:18]=3[CH:21]=1)(=[O:26])=[O:27])[CH2:6][CH2:5]2. (5) Given the reactants [CH:1]([C:3]1[CH:4]=[C:5]([B:9]([OH:11])[OH:10])[CH:6]=[CH:7][CH:8]=1)=[O:2].O[C:13]([C:16](O)([CH3:18])[CH3:17])([CH3:15])[CH3:14], predict the reaction product. The product is: [CH3:14][C:13]1([CH3:15])[C:16]([CH3:18])([CH3:17])[O:11][B:9]([C:5]2[CH:4]=[C:3]([CH:8]=[CH:7][CH:6]=2)[CH:1]=[O:2])[O:10]1.